Dataset: Experimentally validated miRNA-target interactions with 360,000+ pairs, plus equal number of negative samples. Task: Binary Classification. Given a miRNA mature sequence and a target amino acid sequence, predict their likelihood of interaction. (1) The miRNA is mmu-miR-3083-5p with sequence AGGCUGGGAAUAUUUCAGAGAU. The protein sequence of the target gene is MLLGLAAMELKVWVDGIQRVVCGVSEQTTCQEVVIALAQAIGQTGRFVLVQRLREKERQLLPQECPVGAQATCGQFASDVQFVLRRTGPSLAGRPSSDSCPPPERCLIRASLPVKPRAALGCEPRKTLTPEPAPSLSRPGPAAPVTPTPGCCTDLRGLELRVQRNAEELGHEAFWEQELRREQAREREGQARLQALSAATAEHAARLQALDAQARALEAELQLAAEAPGPPSPMASATERLHQDLAVQERQSAEVQGSLALVSRALEAAERALQAQAQELEELNRELRQCNLQQFIQQTG.... Result: 0 (no interaction). (2) The miRNA is hsa-miR-4802-3p with sequence UACAUGGAUGGAAACCUUCAAGC. The protein sequence of the target gene is MRRIGAFGGSTALWALLAAHVAGAFEPVSVGIAIGAVSALTGYLSYTDFYCRFTECCHEERPLNTSALKLDLEEKLFGQHLATEVILKALTGFRNNKNSKKPLTLSLHGWAGTGKNFISQIVAENLYPKGLKSNFVHLFVSTLHFPHEQKIKVYQDQLQKWIRGNVSACGSSVFIFDEMDKLHPGIIDAIKPFLDYYEQVDGISYRRAIFIFLSNAGGDLITKTALDFWRAGRKREEIQLKDLEPVLSVGVFNNKHSGLWHSGLIDKNLIDYFIPFLPLEYKHVKMCVRAEMRARGAAVD.... Result: 0 (no interaction). (3) The miRNA is hsa-miR-4687-3p with sequence UGGCUGUUGGAGGGGGCAGGC. The protein sequence of the target gene is MPAYFQRPENALKRANEFLEVGKKQPALDVLYDVMKSKKHRTWQKIHEPIMLKYLELCVDLRKSHLAKEGLYQYKNICQQVNIKSLEDVVRAYLKMAEEKTEAAKEESQQMVLDIEDLDNIQTPESVLLSAVSGEDTQDRTDRLLLTPWVKFLWESYRQCLDLLRNNSRVERLYHDIAQQAFKFCLQYTRKAEFRKLCDNLRMHLSQIQRHHNQSTAINLNNPESQSMHLETRLVQLDSAISMELWQEAFKAVEDIHGLFSLSKKPPKPQLMANYYNKVSTVFWKSGNALFHASTLHRLY.... Result: 0 (no interaction).